From a dataset of Forward reaction prediction with 1.9M reactions from USPTO patents (1976-2016). Predict the product of the given reaction. (1) Given the reactants CC1(C)C(C)(C)OB([C:9]2[CH:10]=[N:11][N:12]([C:14]([C:27]3[CH:32]=[CH:31][CH:30]=[CH:29][CH:28]=3)([C:21]3[CH:26]=[CH:25][CH:24]=[CH:23][CH:22]=3)[C:15]3[CH:20]=[CH:19][CH:18]=[CH:17][CH:16]=3)[CH:13]=2)O1.Br[C:35]1[C:36]([NH2:41])=[N:37][CH:38]=[CH:39][CH:40]=1.C1(C)C=CC=CC=1.C(=O)([O-])[O-].[Na+].[Na+], predict the reaction product. The product is: [C:14]([N:12]1[CH:13]=[C:9]([C:35]2[C:36]([NH2:41])=[N:37][CH:38]=[CH:39][CH:40]=2)[CH:10]=[N:11]1)([C:21]1[CH:22]=[CH:23][CH:24]=[CH:25][CH:26]=1)([C:27]1[CH:32]=[CH:31][CH:30]=[CH:29][CH:28]=1)[C:15]1[CH:16]=[CH:17][CH:18]=[CH:19][CH:20]=1. (2) Given the reactants Cl.[NH2:2][CH:3]([C:6]1[CH:11]=[CH:10][C:9]([CH:12]2[CH2:14][CH2:13]2)=[CH:8][CH:7]=1)[C:4]#[N:5].[CH3:15][O:16][C:17]1[C:35]([O:36][CH3:37])=[C:34]([O:38][CH3:39])[CH:33]=[CH:32][C:18]=1[C:19]([NH:21][CH2:22][CH2:23][N:24]1[CH:28]=[C:27]([C:29](O)=[O:30])[N:26]=[N:25]1)=[O:20], predict the reaction product. The product is: [C:4]([CH:3]([NH:2][C:29]([C:27]1[N:26]=[N:25][N:24]([CH2:23][CH2:22][NH:21][C:19](=[O:20])[C:18]2[CH:32]=[CH:33][C:34]([O:38][CH3:39])=[C:35]([O:36][CH3:37])[C:17]=2[O:16][CH3:15])[CH:28]=1)=[O:30])[C:6]1[CH:7]=[CH:8][C:9]([CH:12]2[CH2:14][CH2:13]2)=[CH:10][CH:11]=1)#[N:5]. (3) The product is: [NH2:27][CH2:26][C@@H:15]1[C@@H:14]([C@@:7]2([CH3:13])[CH2:8][CH2:9][C@H:10]([OH:12])[CH2:11][C@@H:6]2[CH2:5][OH:4])[CH2:22][CH2:21][C@@:20]2([CH3:23])[C@H:16]1[CH2:17][CH2:18][C@:19]2([CH3:24])[OH:25]. Given the reactants C([O:4][CH2:5][C@H:6]1[CH2:11][C@@H:10]([OH:12])[CH2:9][CH2:8][C@@:7]1([C@H:14]1[CH2:22][CH2:21][C@@:20]2([CH3:23])[C@@H:16]([CH2:17][CH2:18][C@@:19]2([OH:25])[CH3:24])[C@@H:15]1[CH2:26][NH2:27])[CH3:13])(=O)C.C(=O)([O-])[O-].[K+].[K+], predict the reaction product. (4) Given the reactants [N:1]1([C:6]2[CH:7]=[C:8]([NH:16][C:17](=[O:26])[C:18]3[CH:23]=[CH:22][C:21]([CH3:24])=[C:20](I)[CH:19]=3)[CH:9]=[C:10]([C:12]([F:15])([F:14])[F:13])[CH:11]=2)[CH:5]=[CH:4][N:3]=[CH:2]1.[C:27]([C:29]1[N:33]2[CH:34]=[CH:35][CH:36]=[CH:37][C:32]2=[N:31][CH:30]=1)#[CH:28], predict the reaction product. The product is: [N:1]1([C:6]2[CH:7]=[C:8]([NH:16][C:17](=[O:26])[C:18]3[CH:23]=[CH:22][C:21]([CH3:24])=[C:20]([C:28]#[C:27][C:29]4[N:33]5[CH:34]=[CH:35][CH:36]=[CH:37][C:32]5=[N:31][CH:30]=4)[CH:19]=3)[CH:9]=[C:10]([C:12]([F:15])([F:14])[F:13])[CH:11]=2)[CH:5]=[CH:4][N:3]=[CH:2]1. (5) Given the reactants [C:1]([O:5][C:6](=[O:18])[NH:7][C:8]1[CH:13]=[CH:12][C:11](I)=[CH:10][C:9]=1[N+:15]([O-:17])=[O:16])([CH3:4])([CH3:3])[CH3:2].B1(B2OC(C)(C)C(C)(C)O2)OC(C)(C)C(C)(C)O1.I[C:38]1[CH:43]=[CH:42][CH:41]=[CH:40][C:39]=1[O:44][CH3:45], predict the reaction product. The product is: [C:1]([O:5][C:6](=[O:18])[NH:7][C:8]1[CH:13]=[CH:12][C:11]([C:38]2[CH:43]=[CH:42][CH:41]=[CH:40][C:39]=2[O:44][CH3:45])=[CH:10][C:9]=1[N+:15]([O-:17])=[O:16])([CH3:4])([CH3:3])[CH3:2]. (6) Given the reactants [F:1][C:2]1[CH:3]=[C:4]([NH:8][C:9]([N:11]2[CH2:16][CH2:15][N:14]([C:17]([O:19][C:20]([CH3:23])([CH3:22])[CH3:21])=[O:18])[CH2:13][CH:12]2[CH2:24]O)=[O:10])[CH:5]=[CH:6][CH:7]=1.C1(P(C2C=CC=CC=2)C2C=CC=CC=2)C=CC=CC=1.N(C(OCC)=O)=NC(OCC)=O.C1(C)C=CC=CC=1.O, predict the reaction product. The product is: [F:1][C:2]1[CH:3]=[C:4]([N:8]2[CH2:24][CH:12]3[CH2:13][N:14]([C:17]([O:19][C:20]([CH3:22])([CH3:21])[CH3:23])=[O:18])[CH2:15][CH2:16][N:11]3[C:9]2=[O:10])[CH:5]=[CH:6][CH:7]=1. (7) Given the reactants [Cl:1][C:2]1[CH:7]=[C:6]([CH2:8][NH:9][C:10]([NH2:26])=[N:11][C:12](=[O:25])[CH2:13][C:14]2[C:22]3[C:17](=[CH:18][CH:19]=[C:20](OC)[CH:21]=3)[NH:16][CH:15]=2)[CH:5]=[C:4]([Cl:27])[C:3]=1[NH:28]C(=O)C.[Br:32]C1C=C2C(=CC=1)NC=C2CC(O)=O.COC1C=C2C(=CC=1)NC=C2CC(N(C(SC)=N)C(=O)OC(C)(C)C)=O.ClC1C=C(C=C(Cl)C=1N)CN, predict the reaction product. The product is: [NH2:28][C:3]1[C:2]([Cl:1])=[CH:7][C:6]([CH2:8][NH:9][C:10]([NH:11][C:12](=[O:25])[CH2:13][C:14]2[C:22]3[C:17](=[CH:18][CH:19]=[C:20]([Br:32])[CH:21]=3)[NH:16][CH:15]=2)=[NH:26])=[CH:5][C:4]=1[Cl:27].